Dataset: Reaction yield outcomes from USPTO patents with 853,638 reactions. Task: Predict the reaction yield, written as a fraction of the theoretical maximum amount of product (1.0 means a 100% yield; for example, 0.34 means a 34% yield). (1) The reactants are Br[C:2]1[C:3]2[C:8]([CH:9]=[C:10]3[C:15]=1[CH:14]=[CH:13][CH:12]=[CH:11]3)=[CH:7][CH:6]=[CH:5][CH:4]=2.[C:16]1(B(O)O)[CH:21]=[CH:20][CH:19]=[CH:18][CH:17]=1.C(=O)([O-])[O-].[K+].[K+]. The catalyst is C([O-])(=O)C.[Pd+2].C([O-])(=O)C.C1(C)C=CC=CC=1P(C1C=CC=CC=1C)C1C=CC=CC=1C.COCCOC. The product is [C:16]1([C:2]2[C:3]3[C:8]([CH:9]=[C:10]4[C:15]=2[CH:14]=[CH:13][CH:12]=[CH:11]4)=[CH:7][CH:6]=[CH:5][CH:4]=3)[CH:21]=[CH:20][CH:19]=[CH:18][CH:17]=1. The yield is 0.850. (2) The reactants are [CH3:1][N:2]([CH3:19])[C:3]([CH2:5][CH2:6][CH2:7][C:8]#[C:9][C:10]1[CH:11]=[C:12]([CH:16]=[CH:17][CH:18]=1)[C:13]([OH:15])=O)=[O:4].CCN=C=NCCCN(C)C.C(N(CC)CC)C.[F:38][CH2:39][CH2:40][NH2:41]. The catalyst is ClCCl. The product is [CH3:19][N:2]([CH3:1])[C:3]([CH2:5][CH2:6][CH2:7][C:8]#[C:9][C:10]1[CH:11]=[C:12]([CH:16]=[CH:17][CH:18]=1)[C:13]([NH:41][CH2:40][CH2:39][F:38])=[O:15])=[O:4]. The yield is 0.910. (3) The catalyst is CS(C)=O.O. The reactants are [F:1][C:2]1[CH:26]=[CH:25][C:5]([CH2:6][N:7]2[C:15]3[CH2:16][NH:17][CH:18]([C:22](O)=[O:23])[C:19]([CH3:21])([CH3:20])[C:14]=3[C:13]3[C:8]2=[N:9][CH:10]=[CH:11][CH:12]=3)=[CH:4][CH:3]=1.[C:27]([O:31][C:32](N1C(C(O)=O)C(C)(C)C2C3C(=CC=CC=3)NC=2C1)=[O:33])([CH3:30])([CH3:29])[CH3:28].[CH3:52][CH2:53][N:54]([CH2:57]C)CC.CC(C)=[O:61]. The product is [F:1][C:2]1[CH:26]=[CH:25][C:5]([CH2:6][N:7]2[C:15]3[CH2:16][N:17]4[CH:18]([C:22](=[O:23])[N:54]([CH2:53][CH2:52][C:32]([O:31][C:27]([CH3:28])([CH3:29])[CH3:30])=[O:33])[C:57]4=[O:61])[C:19]([CH3:20])([CH3:21])[C:14]=3[C:13]3[CH:12]=[CH:11][CH:10]=[N:9][C:8]2=3)=[CH:4][CH:3]=1. The yield is 0.210. (4) The reactants are [CH3:1][O:2][C:3]1[C:8]([O:9][CH3:10])=[CH:7][CH:6]=[CH:5][C:4]=1[OH:11].F[C:13]1[CH:18]=[CH:17][CH:16]=[CH:15][C:14]=1[N+:19]([O-:21])=[O:20].[CH3:22][O:23][C:24]1[C:37]([O:38][CH3:39])=[CH:36][CH:35]=[CH:34][C:25]=1[O:26][C:27]1[CH:33]=[CH:32][CH:31]=[CH:30][C:28]=1[NH2:29].[NH2:40][C:41]1[S:42][CH:43]=[CH:44][N:45]=1. No catalyst specified. The product is [CH3:1][O:2][C:3]1[C:8]([O:9][CH3:10])=[CH:7][CH:6]=[CH:5][C:4]=1[O:11][C:13]1[CH:18]=[CH:17][CH:16]=[CH:15][C:14]=1[N+:19]([O-:21])=[O:20].[CH3:22][O:23][C:24]1[C:37]([O:38][CH3:39])=[CH:36][CH:35]=[CH:34][C:25]=1[O:26][C:27]1[CH:33]=[CH:32][CH:31]=[CH:30][C:28]=1[NH:29][C:4]([NH:40][C:41]1[S:42][CH:43]=[CH:44][N:45]=1)=[O:11]. The yield is 0.640. (5) The catalyst is C(O)C. The product is [CH:1](=[N:9][OH:10])[C:2]1[CH:7]=[CH:6][CH:5]=[N:4][CH:3]=1. The yield is 1.00. The reactants are [CH:1](=O)[C:2]1[CH:7]=[CH:6][CH:5]=[N:4][CH:3]=1.[NH2:9][OH:10].C([O-])(=O)C.[Na+]. (6) The reactants are Br[CH2:2][CH2:3][OH:4].[CH3:5][N:6]1[CH2:11][CH2:10][NH:9][CH2:8][C:7]1=[O:12].C(=O)([O-])[O-].[K+].[K+]. The catalyst is C1COCC1. The product is [OH:4][CH2:3][CH2:2][N:9]1[CH2:10][CH2:11][N:6]([CH3:5])[C:7](=[O:12])[CH2:8]1. The yield is 0.750.